Dataset: Full USPTO retrosynthesis dataset with 1.9M reactions from patents (1976-2016). Task: Predict the reactants needed to synthesize the given product. (1) Given the product [NH2:30][C:31]1[N:36]=[CH:35][C:34]([C:2]2[N:3]=[C:4]([N:24]3[CH2:29][CH2:28][O:27][CH2:26][CH2:25]3)[C:5]3[S:10][C:9]([C:11]4[CH:12]=[C:13]([S:17]([CH2:20][C@H:21]([OH:23])[CH3:22])(=[O:19])=[O:18])[CH:14]=[CH:15][CH:16]=4)=[CH:8][C:6]=3[N:7]=2)=[CH:33][N:32]=1, predict the reactants needed to synthesize it. The reactants are: Cl[C:2]1[N:3]=[C:4]([N:24]2[CH2:29][CH2:28][O:27][CH2:26][CH2:25]2)[C:5]2[S:10][C:9]([C:11]3[CH:12]=[C:13]([S:17]([CH2:20][C@H:21]([OH:23])[CH3:22])(=[O:19])=[O:18])[CH:14]=[CH:15][CH:16]=3)=[CH:8][C:6]=2[N:7]=1.[NH2:30][C:31]1[N:36]=[CH:35][C:34](B2OC(C)(C)C(C)(C)O2)=[CH:33][N:32]=1. (2) Given the product [ClH:28].[NH2:1][C:2]1[C:3]([C:25]([NH2:27])=[O:26])=[CH:4][C:5]2[C:13]3[C:8](=[CH:9][CH:10]=[CH:11][CH:12]=3)[N:7]([CH2:14][CH2:15][NH2:16])[C:6]=2[N:24]=1, predict the reactants needed to synthesize it. The reactants are: [NH2:1][C:2]1[C:3]([C:25]([NH2:27])=[O:26])=[CH:4][C:5]2[C:13]3[C:8](=[CH:9][CH:10]=[CH:11][CH:12]=3)[N:7]([CH2:14][CH2:15][NH:16]C(=O)OC(C)(C)C)[C:6]=2[N:24]=1.[ClH:28]. (3) The reactants are: [F:1][C:2]([F:13])([F:12])[C:3]1[CH:4]=[CH:5][C:6]([I:11])=[C:7]([CH:10]=1)[CH2:8]O.P(Br)(Br)[Br:15]. Given the product [F:1][C:2]([F:13])([F:12])[C:3]1[CH:4]=[CH:5][C:6]([I:11])=[C:7]([CH:10]=1)[CH2:8][Br:15], predict the reactants needed to synthesize it. (4) The reactants are: [N:1]1([CH2:6][C:7]2[CH:14]=[CH:13][C:10]([CH:11]=O)=[CH:9][CH:8]=2)[CH:5]=[N:4][N:3]=[N:2]1.[NH2:15][C:16]1[N:17]=[N:18][C:19]([CH3:22])=[CH:20][CH:21]=1.C([O:25][C:26](=O)[C:27]([OH:40])=[CH:28][C:29]([C:31]1[CH:36]=[CH:35][C:34]([CH:37]([CH3:39])[CH3:38])=[CH:33][CH:32]=1)=[O:30])C. Given the product [OH:40][C:27]1[C:26](=[O:25])[N:15]([C:16]2[N:17]=[N:18][C:19]([CH3:22])=[CH:20][CH:21]=2)[CH:11]([C:10]2[CH:13]=[CH:14][C:7]([CH2:6][N:1]3[CH:5]=[N:4][N:3]=[N:2]3)=[CH:8][CH:9]=2)[C:28]=1[C:29](=[O:30])[C:31]1[CH:36]=[CH:35][C:34]([CH:37]([CH3:39])[CH3:38])=[CH:33][CH:32]=1, predict the reactants needed to synthesize it.